Predict the product of the given reaction. From a dataset of Forward reaction prediction with 1.9M reactions from USPTO patents (1976-2016). (1) Given the reactants [Si]([O:8][C@H:9]([C:23]1[CH:32]=[CH:31][C:30]([OH:33])=[C:29]2[C:24]=1[CH:25]=[CH:26][C:27](=[O:34])[NH:28]2)[CH2:10][NH:11][CH:12]1[CH2:17][CH2:16][N:15]([CH2:18][CH2:19][C:20]([OH:22])=O)[CH2:14][CH2:13]1)(C(C)(C)C)(C)C.CN(C(ON1N=NC2C=CC=NC1=2)=[N+](C)C)C.F[P-](F)(F)(F)(F)F.C(N(CC)CC)C.[F:66][C:67]([F:78])([F:77])[O:68][C:69]1[CH:70]=[C:71]([CH:74]=[CH:75][CH:76]=1)[CH2:72][NH2:73], predict the reaction product. The product is: [OH:8][C@H:9]([C:23]1[CH:32]=[CH:31][C:30]([OH:33])=[C:29]2[C:24]=1[CH:25]=[CH:26][C:27](=[O:34])[NH:28]2)[CH2:10][NH:11][CH:12]1[CH2:17][CH2:16][N:15]([CH2:18][CH2:19][C:20]([NH:73][CH2:72][C:71]2[CH:74]=[CH:75][CH:76]=[C:69]([O:68][C:67]([F:66])([F:77])[F:78])[CH:70]=2)=[O:22])[CH2:14][CH2:13]1. (2) Given the reactants Cl.[CH3:2][NH:3][C@@H:4]([CH2:16][C:17]1[CH:22]=[CH:21][CH:20]=[CH:19][CH:18]=1)[CH2:5][CH2:6][NH:7][C:8]([C:10]1[CH:15]=[CH:14][CH:13]=[CH:12][N:11]=1)=[O:9].[NH:23]1[C:31]2[C:26](=[CH:27][C:28]([C:32]([OH:34])=O)=[CH:29][CH:30]=2)[CH:25]=[CH:24]1.C1C=CC2N(O)N=NC=2C=1.Cl.C(N(CC)CC)C, predict the reaction product. The product is: [CH2:16]([C@H:4]([N:3]([CH3:2])[C:32]([C:28]1[CH:27]=[C:26]2[C:31](=[CH:30][CH:29]=1)[NH:23][CH:24]=[CH:25]2)=[O:34])[CH2:5][CH2:6][NH:7][C:8]([C:10]1[CH:15]=[CH:14][CH:13]=[CH:12][N:11]=1)=[O:9])[C:17]1[CH:18]=[CH:19][CH:20]=[CH:21][CH:22]=1. (3) Given the reactants FC(F)(F)S(O[C:7]1[CH:12]=[CH:11][C:10]([C:13]2[NH:21][C:16]3=[N:17][CH:18]=[CH:19][N:20]=[C:15]3[CH:14]=2)=[CH:9][CH:8]=1)(=O)=O.O1CCOCC1.[NH:30]1[CH2:34][CH2:33][CH2:32][CH2:31]1.C(OCC)(=O)C, predict the reaction product. The product is: [N:30]1([C:7]2[CH:12]=[CH:11][C:10]([C:13]3[NH:21][C:16]4=[N:17][CH:18]=[CH:19][N:20]=[C:15]4[CH:14]=3)=[CH:9][CH:8]=2)[CH2:34][CH2:33][CH2:32][CH2:31]1. (4) Given the reactants [CH3:1][O:2][C:3]1[C:11]2[O:10][CH:9]=[C:8]([CH2:12][CH2:13]O)[C:7]=2[CH:6]=[CH:5][CH:4]=1.C1(P(C2C=CC=CC=2)C2C=CC=CC=2)C=CC=CC=1.[Br:34]Br.N1C=CC=CC=1, predict the reaction product. The product is: [Br:34][CH2:13][CH2:12][C:8]1[C:7]2[CH:6]=[CH:5][CH:4]=[C:3]([O:2][CH3:1])[C:11]=2[O:10][CH:9]=1. (5) Given the reactants [CH:1]1([NH:4][C:5]([C:7]2[CH:8]=[C:9]([F:28])[C:10]([CH3:27])=[C:11]([C:13]3[CH:14]=[C:15]4[C:19](=[CH:20][CH:21]=3)[N:18]([CH2:22][C:23]([O:25]C)=O)[N:17]=[CH:16]4)[CH:12]=2)=[O:6])[CH2:3][CH2:2]1.[CH3:29][C:30]([CH3:34])([CH3:33])[CH2:31][NH2:32], predict the reaction product. The product is: [CH:1]1([NH:4][C:5](=[O:6])[C:7]2[CH:8]=[C:9]([F:28])[C:10]([CH3:27])=[C:11]([C:13]3[CH:14]=[C:15]4[C:19](=[CH:20][CH:21]=3)[N:18]([CH2:22][C:23]([NH:32][CH2:31][C:30]([CH3:34])([CH3:33])[CH3:29])=[O:25])[N:17]=[CH:16]4)[CH:12]=2)[CH2:2][CH2:3]1. (6) Given the reactants FC(F)(F)C(O)=O.C(OC(=O)[NH:14][C@H:15]([CH2:32][C:33]1[CH:38]=[CH:37][C:36]([Cl:39])=[CH:35][C:34]=1[Cl:40])[C:16]([N:18]1[CH2:23][CH2:22][N:21]([C:24]2[CH:29]=[C:28]([Cl:30])[CH:27]=[CH:26][C:25]=2[CH3:31])[CH2:20][CH2:19]1)=[O:17])(C)(C)C, predict the reaction product. The product is: [NH2:14][C@H:15]([CH2:32][C:33]1[CH:38]=[CH:37][C:36]([Cl:39])=[CH:35][C:34]=1[Cl:40])[C:16]([N:18]1[CH2:23][CH2:22][N:21]([C:24]2[CH:29]=[C:28]([Cl:30])[CH:27]=[CH:26][C:25]=2[CH3:31])[CH2:20][CH2:19]1)=[O:17].